This data is from Drug-target binding data from BindingDB using IC50 measurements. The task is: Regression. Given a target protein amino acid sequence and a drug SMILES string, predict the binding affinity score between them. We predict pIC50 (pIC50 = -log10(IC50 in M); higher means more potent). Dataset: bindingdb_ic50. The small molecule is CCCc1nn(C)c2c(=O)[nH]c(-c3cc(S(=O)(=O)NCCCCCCO)ccc3OCC)nc12. The target protein (P51160) has sequence MGEINQVAVEKYLEENPQFAKEYFDRKLRVEVLGEIFKNSQVPVQSSMSFSELTQVEESALCLELLWTVQEEGGTPEQGVHRALQRLAHLLQADRCSMFLCRSRNGIPEVASRLLDVTPTSKFEDNLVGPDKEVVFPLDIGIVGWAAHTKKTHNVPDVKKNSHFSDFMDKQTGYVTKNLLATPIVVGKEVLAVIMAVNKVNASEFSKQDEEVFSKYLNFVSIILRLHHTSYMYNIESRRSQILMWSANKVFEELTDVERQFHKALYTVRSYLNCERYSIGLLDMTKEKEFYDEWPIKLGEVEPYKGPKTPDGREVNFYKIIDYILHGKEEIKVIPTPPADHWTLISGLPTYVAENGFICNMMNAPADEYFTFQKGPVDETGWVIKNVLSLPIVNKKEDIVGVATFYNRKDGKPFDEHDEYITETLTQFLGWSLLNTDTYDKMNKLENRKDIAQEMLMNQTKATPEEIKSILKFQEKLNVDVIDDCEEKQLVAILKEDLPD.... The pIC50 is 8.3.